From a dataset of Full USPTO retrosynthesis dataset with 1.9M reactions from patents (1976-2016). Predict the reactants needed to synthesize the given product. (1) Given the product [OH:30][C:31]1[CH:36]=[C:35]([C:2]2[N:10]=[C:9]3[C:5]([N:6]=[CH:7][N:8]3[CH:11]3[CH2:16][CH2:15][N:14]([C:17]([O:19][C:20]([CH3:23])([CH3:22])[CH3:21])=[O:18])[CH2:13][CH2:12]3)=[C:4]([N:24]3[CH2:29][CH2:28][O:27][CH2:26][CH2:25]3)[N:3]=2)[CH:34]=[CH:33][CH:32]=1, predict the reactants needed to synthesize it. The reactants are: Cl[C:2]1[N:10]=[C:9]2[C:5]([N:6]=[CH:7][N:8]2[CH:11]2[CH2:16][CH2:15][N:14]([C:17]([O:19][C:20]([CH3:23])([CH3:22])[CH3:21])=[O:18])[CH2:13][CH2:12]2)=[C:4]([N:24]2[CH2:29][CH2:28][O:27][CH2:26][CH2:25]2)[N:3]=1.[OH:30][C:31]1[CH:32]=[C:33](B(O)O)[CH:34]=[CH:35][CH:36]=1.C(=O)([O-])[O-].[Na+].[Na+]. (2) Given the product [CH2:2]([O:24][C:18]1[CH:19]=[CH:20][CH:21]=[C:22]([CH3:23])[C:17]=1[CH3:16])[CH2:3][CH2:4][CH2:5][CH2:6][CH2:7][CH2:8][CH2:9][CH2:10][CH2:11][CH2:12][CH2:13][CH2:14][CH3:15], predict the reactants needed to synthesize it. The reactants are: Br[CH2:2][CH2:3][CH2:4][CH2:5][CH2:6][CH2:7][CH2:8][CH2:9][CH2:10][CH2:11][CH2:12][CH2:13][CH2:14][CH3:15].[CH3:16][C:17]1[C:22]([CH3:23])=[CH:21][CH:20]=[CH:19][C:18]=1[OH:24].C([O-])([O-])=O.[K+].[K+]. (3) Given the product [Br:16][C:12]1[C:13]2[CH:6]([CH3:5])[CH:7]([CH3:15])[C:8](=[O:14])[C:9]=2[S:10][CH:11]=1, predict the reactants needed to synthesize it. The reactants are: [Al+3].[Cl-].[Cl-].[Cl-].[CH3:5][CH:6]1[C:13]2[CH:12]=[CH:11][S:10][C:9]=2[C:8](=[O:14])[CH:7]1[CH3:15].[Br:16]Br.Cl. (4) The reactants are: [BH4-].[Na+].[CH2:3]1[O:13][C:7]2([CH2:12][CH2:11][CH2:10][CH2:9][CH2:8]2)[O:6][CH2:5][CH2:4]1.Cl. Given the product [CH:7]1([O:6][CH2:5][CH2:4][CH2:3][OH:13])[CH2:12][CH2:11][CH2:10][CH2:9][CH2:8]1, predict the reactants needed to synthesize it.